This data is from Forward reaction prediction with 1.9M reactions from USPTO patents (1976-2016). The task is: Predict the product of the given reaction. (1) Given the reactants CN(C(ON1N=NC2C=CC=NC1=2)=[N+](C)C)C.F[P-](F)(F)(F)(F)F.[CH2:25]([NH:27][CH2:28][C:29]([NH:31][CH2:32][CH2:33][CH2:34][F:35])=[O:30])[CH3:26].[CH2:36]([S:38]([N:41]1[C:53]2[CH2:52][CH2:51][CH:50]([CH:54]3[CH2:59][CH2:58][O:57][CH2:56][CH2:55]3)[CH2:49][C:48]=2[C:47]2[C:42]1=[CH:43][CH:44]=[C:45]([C:60](O)=[O:61])[CH:46]=2)(=[O:40])=[O:39])[CH3:37].C(N(CC)C(C)C)(C)C, predict the reaction product. The product is: [CH2:25]([N:27]([CH2:28][C:29]([NH:31][CH2:32][CH2:33][CH2:34][F:35])=[O:30])[C:60]([C:45]1[CH:46]=[C:47]2[C:42](=[CH:43][CH:44]=1)[N:41]([S:38]([CH2:36][CH3:37])(=[O:40])=[O:39])[C:53]1[CH2:52][CH2:51][CH:50]([CH:54]3[CH2:59][CH2:58][O:57][CH2:56][CH2:55]3)[CH2:49][C:48]2=1)=[O:61])[CH3:26]. (2) The product is: [Br:1][C:2]1[CH:3]=[C:4]([NH:8][CH:15]([C:10]2[CH:11]=[CH:12][CH:13]=[CH:14][N:9]=2)[C:21]#[N:22])[CH:5]=[N:6][CH:7]=1. Given the reactants [Br:1][C:2]1[CH:3]=[C:4]([NH2:8])[CH:5]=[N:6][CH:7]=1.[N:9]1[CH:14]=[CH:13][CH:12]=[CH:11][C:10]=1[CH:15]=O.[Si]([C:21]#[N:22])(C)(C)C, predict the reaction product. (3) Given the reactants [N+:1]([C:4]1[N:5]=[C:6]2[N:11]([CH:12]=1)[CH2:10][C@H:9]([OH:13])[CH2:8][O:7]2)([O-:3])=[O:2].Cl.[Br:15][C:16]1[CH:17]=[N:18][CH:19]=[C:20]([CH2:22]Cl)[CH:21]=1.[H-].[Na+], predict the reaction product. The product is: [Br:15][C:16]1[CH:21]=[C:20]([CH2:22][O:13][C@@H:9]2[CH2:8][O:7][C:6]3=[N:5][C:4]([N+:1]([O-:3])=[O:2])=[CH:12][N:11]3[CH2:10]2)[CH:19]=[N:18][CH:17]=1. (4) Given the reactants Cl[C:2]1[O:3][C:4]([CH2:14][CH2:15][CH2:16][O:17][C:18]2[CH:23]=[CH:22][CH:21]=[CH:20][C:19]=2[O:24][CH3:25])=[C:5]([C:7]2[CH:12]=[CH:11][C:10]([Cl:13])=[CH:9][CH:8]=2)[N:6]=1.[CH2:26]([C:37]1[NH:38][CH:39]=[CH:40][N:41]=1)[CH2:27][CH2:28][CH2:29][CH2:30][CH2:31][CH2:32][CH2:33][CH2:34][CH2:35][CH3:36].C(=O)([O-])[O-].[K+].[K+].CN(C)C=O, predict the reaction product. The product is: [Cl:13][C:10]1[CH:11]=[CH:12][C:7]([C:5]2[N:6]=[C:2]([N:38]3[CH:39]=[CH:40][N:41]=[C:37]3[CH2:26][CH2:27][CH2:28][CH2:29][CH2:30][CH2:31][CH2:32][CH2:33][CH2:34][CH2:35][CH3:36])[O:3][C:4]=2[CH2:14][CH2:15][CH2:16][O:17][C:18]2[CH:23]=[CH:22][CH:21]=[CH:20][C:19]=2[O:24][CH3:25])=[CH:8][CH:9]=1. (5) Given the reactants [C:1]([O:5][C:6]([N:8]1[CH2:13][CH2:12][CH:11]([OH:14])[CH2:10][CH2:9]1)=[O:7])([CH3:4])([CH3:3])[CH3:2].[H-].[Na+].[C:17]([O:21][CH3:22])(=[O:20])[CH:18]=[CH2:19], predict the reaction product. The product is: [C:1]([O:5][C:6]([N:8]1[CH2:13][CH2:12][CH:11]([O:14][CH2:19][CH2:18][C:17]([O:21][CH3:22])=[O:20])[CH2:10][CH2:9]1)=[O:7])([CH3:4])([CH3:2])[CH3:3]. (6) Given the reactants [C:1]([Br:5])(Br)(Br)Br.C1C=CC(P(C2C=CC=CC=2)C2C=CC=CC=2)=CC=1.[F:25][C:26]1[CH:27]=[CH:28][C:29]([O:49][C:50]2[CH:55]=[CH:54][CH:53]=[CH:52][CH:51]=2)=[C:30]([N:32]([CH2:36][C:37]2[CH:42]=[C:41]([O:43][CH3:44])[CH:40]=[CH:39][C:38]=2[O:45][CH2:46]CO)[C:33](=[O:35])[CH3:34])[CH:31]=1, predict the reaction product. The product is: [F:25][C:26]1[CH:27]=[CH:28][C:29]([O:49][C:50]2[CH:55]=[CH:54][CH:53]=[CH:52][CH:51]=2)=[C:30]([N:32]([CH2:36][C:37]2[CH:42]=[C:41]([O:43][CH3:44])[CH:40]=[CH:39][C:38]=2[O:45][CH2:46][CH2:1][Br:5])[C:33](=[O:35])[CH3:34])[CH:31]=1. (7) Given the reactants [CH3:1][N:2]([CH3:36])[CH2:3][CH2:4][O:5][C:6]1[CH:11]=[CH:10][C:9]([NH:12][C:13](=[O:35])/[C:14](/[C:25]2[CH:30]=[CH:29][C:28]([O:31]COC)=[CH:27][CH:26]=2)=[C:15](\[CH:22]2[CH2:24][CH2:23]2)/[C:16]2[CH:21]=[CH:20][CH:19]=[CH:18][CH:17]=2)=[CH:8][CH:7]=1.Cl.C([O-])(O)=O.[Na+], predict the reaction product. The product is: [CH3:36][N:2]([CH3:1])[CH2:3][CH2:4][O:5][C:6]1[CH:7]=[CH:8][C:9]([NH:12][C:13](=[O:35])/[C:14](/[C:25]2[CH:26]=[CH:27][C:28]([OH:31])=[CH:29][CH:30]=2)=[C:15](\[CH:22]2[CH2:24][CH2:23]2)/[C:16]2[CH:21]=[CH:20][CH:19]=[CH:18][CH:17]=2)=[CH:10][CH:11]=1.